From a dataset of Forward reaction prediction with 1.9M reactions from USPTO patents (1976-2016). Predict the product of the given reaction. Given the reactants P(Cl)(Cl)([Cl:3])=O.[CH3:6][O:7][C:8]([C:10]1[CH:11]=[C:12]2[C:22](=[CH:23][CH:24]=1)[O:21][C:15]1[CH:16]=[N+:17]([O-])[CH:18]=[CH:19][C:14]=1[C:13]2=[O:25])=[O:9], predict the reaction product. The product is: [Cl:3][C:16]1[C:15]2[O:21][C:22]3[C:12]([C:13](=[O:25])[C:14]=2[CH:19]=[CH:18][N:17]=1)=[CH:11][C:10]([C:8]([O:7][CH3:6])=[O:9])=[CH:24][CH:23]=3.